From a dataset of Reaction yield outcomes from USPTO patents with 853,638 reactions. Predict the reaction yield, written as a fraction of the theoretical maximum amount of product (1.0 means a 100% yield; for example, 0.34 means a 34% yield). (1) The reactants are [CH2:1]([N:8]1[CH2:13][CH2:12][C:11](=[O:14])[CH2:10][CH2:9]1)[C:2]1[CH:7]=[CH:6][CH:5]=[CH:4][CH:3]=1.C[Si](C)(C)[N-][Si](C)(C)C.[Li+].I[CH2:26][CH3:27]. The catalyst is C1COCC1. The product is [CH2:1]([N:8]1[CH2:13][CH2:12][C:11](=[O:14])[CH:10]([CH2:26][CH3:27])[CH2:9]1)[C:2]1[CH:3]=[CH:4][CH:5]=[CH:6][CH:7]=1. The yield is 0.115. (2) The reactants are [Cl:1][C:2]1[CH:3]=[CH:4][C:5]([CH2:8][CH2:9][C:10]2[CH:15]=[CH:14][N:13]([C:16]3[CH:21]=[CH:20][C:19]4[C:22]5[CH2:27][CH2:26][N:25](C(OC(C)(C)C)=O)[CH2:24][C:23]=5[S:35][C:18]=4[CH:17]=3)[C:12](=[O:36])[CH:11]=2)=[N:6][CH:7]=1.Cl. No catalyst specified. The product is [ClH:1].[Cl:1][C:2]1[CH:3]=[CH:4][C:5]([CH2:8][CH2:9][C:10]2[CH:15]=[CH:14][N:13]([C:16]3[CH:21]=[CH:20][C:19]4[C:22]5[CH2:27][CH2:26][NH:25][CH2:24][C:23]=5[S:35][C:18]=4[CH:17]=3)[C:12](=[O:36])[CH:11]=2)=[N:6][CH:7]=1. The yield is 0.550.